Dataset: Catalyst prediction with 721,799 reactions and 888 catalyst types from USPTO. Task: Predict which catalyst facilitates the given reaction. Reactant: [Li]CCCC.[Br:6][C:7]1[CH:12]=[CH:11][C:10]([F:13])=[CH:9][CH:8]=1.C([O:16][C:17](=O)[CH:18]([F:20])[F:19])C.Cl. Product: [Br:6][C:7]1[CH:12]=[CH:11][C:10]([F:13])=[C:9]([C:17](=[O:16])[CH:18]([F:20])[F:19])[CH:8]=1. The catalyst class is: 1.